Dataset: Peptide-MHC class I binding affinity with 185,985 pairs from IEDB/IMGT. Task: Regression. Given a peptide amino acid sequence and an MHC pseudo amino acid sequence, predict their binding affinity value. This is MHC class I binding data. (1) The peptide sequence is VVSTGYHFR. The MHC is HLA-A11:01 with pseudo-sequence HLA-A11:01. The binding affinity (normalized) is 0.802. (2) The peptide sequence is VPALTIACM. The MHC is HLA-B51:01 with pseudo-sequence HLA-B51:01. The binding affinity (normalized) is 0.0847. (3) The peptide sequence is QMRACARRL. The MHC is HLA-E01:01 with pseudo-sequence HLA-E01:03. The binding affinity (normalized) is 0.669. (4) The peptide sequence is RRQGNIYPK. The MHC is HLA-A02:01 with pseudo-sequence HLA-A02:01. The binding affinity (normalized) is 0. (5) The peptide sequence is MLYPLLWMF. The MHC is HLA-C06:02 with pseudo-sequence HLA-C06:02. The binding affinity (normalized) is 0.244. (6) The peptide sequence is VASEGIKYTD. The MHC is HLA-B57:01 with pseudo-sequence HLA-B57:01. The binding affinity (normalized) is 0.210. (7) The peptide sequence is YLFYDFLLV. The MHC is HLA-A02:06 with pseudo-sequence HLA-A02:06. The binding affinity (normalized) is 1.00.